The task is: Regression. Given a peptide amino acid sequence and an MHC pseudo amino acid sequence, predict their binding affinity value. This is MHC class II binding data.. This data is from Peptide-MHC class II binding affinity with 134,281 pairs from IEDB. The peptide sequence is DKCVTVMAPDKPSLD. The MHC is DRB1_0801 with pseudo-sequence DRB1_0801. The binding affinity (normalized) is 0.204.